Predict the product of the given reaction. From a dataset of Forward reaction prediction with 1.9M reactions from USPTO patents (1976-2016). Given the reactants [BH-](OC(C)=O)(OC(C)=O)OC(C)=O.[Na+].[CH:15]([C:17]1[CH:22]=[CH:21][C:20]([C:23]([F:26])([F:25])[F:24])=[CH:19][C:18]=1[C:27]1[CH:28]=[CH:29][C:30]([C:33]([NH:35][CH2:36][CH2:37][C:38]([O:40][CH2:41][CH3:42])=[O:39])=[O:34])=[N:31][CH:32]=1)=O.[Cl:43][C:44]1[CH:45]=[C:46]([CH:48]=[CH:49][C:50]=1[I:51])[NH2:47].CC(O)=O, predict the reaction product. The product is: [Cl:43][C:44]1[CH:45]=[C:46]([NH:47][CH2:15][C:17]2[CH:22]=[CH:21][C:20]([C:23]([F:25])([F:24])[F:26])=[CH:19][C:18]=2[C:27]2[CH:28]=[CH:29][C:30]([C:33]([NH:35][CH2:36][CH2:37][C:38]([O:40][CH2:41][CH3:42])=[O:39])=[O:34])=[N:31][CH:32]=2)[CH:48]=[CH:49][C:50]=1[I:51].